From a dataset of Catalyst prediction with 721,799 reactions and 888 catalyst types from USPTO. Predict which catalyst facilitates the given reaction. Reactant: [Cl:1][C:2]1[C:7]([C:8]#[N:9])=[CH:6][C:5]([F:10])=[C:4](Cl)[N:3]=1.Cl.[NH2:13][CH:14]([CH2:18][C:19]([F:22])([F:21])[F:20])[C:15]([NH2:17])=[O:16].CCN(C(C)C)C(C)C.O. Product: [Cl:1][C:2]1[N:3]=[C:4]([NH:13][CH:14]([CH2:18][C:19]([F:22])([F:21])[F:20])[C:15]([NH2:17])=[O:16])[C:5]([F:10])=[CH:6][C:7]=1[C:8]#[N:9]. The catalyst class is: 197.